Dataset: Full USPTO retrosynthesis dataset with 1.9M reactions from patents (1976-2016). Task: Predict the reactants needed to synthesize the given product. (1) Given the product [Cl:1][C:2]1[CH:7]=[CH:6][CH:5]=[C:4]([CH:8]=[CH2:9])[C:3]=1[O:10][CH:20]([CH3:21])[CH3:11], predict the reactants needed to synthesize it. The reactants are: [Cl:1][C:2]1[CH:7]=[CH:6][CH:5]=[C:4]([CH:8]=[CH2:9])[C:3]=1[OH:10].[C:11]([O-])([O-])=O.[K+].[K+].CCO[CH2:20][CH3:21]. (2) Given the product [Br:30][C:31]1[CH:32]=[C:33]2[C:37](=[CH:38][CH:39]=1)[N:36]([CH2:40][O:41][CH2:42][CH2:43][Si:44]([CH3:47])([CH3:46])[CH3:45])[N:35]=[C:34]2[NH:1][C:2]1[N:6]([C@H:7]2[CH2:12][CH2:11][C@H:10]([O:13][Si:14]([C:17]([CH3:20])([CH3:19])[CH3:18])([CH3:15])[CH3:16])[CH2:9][CH2:8]2)[C:5]2[CH:21]=[CH:22][C:23]([C:25]([O:27][CH2:28][CH3:29])=[O:26])=[CH:24][C:4]=2[N:3]=1, predict the reactants needed to synthesize it. The reactants are: [NH2:1][C:2]1[N:6]([C@H:7]2[CH2:12][CH2:11][C@H:10]([O:13][Si:14]([C:17]([CH3:20])([CH3:19])[CH3:18])([CH3:16])[CH3:15])[CH2:9][CH2:8]2)[C:5]2[CH:21]=[CH:22][C:23]([C:25]([O:27][CH2:28][CH3:29])=[O:26])=[CH:24][C:4]=2[N:3]=1.[Br:30][C:31]1[CH:32]=[C:33]2[C:37](=[CH:38][CH:39]=1)[N:36]([CH2:40][O:41][CH2:42][CH2:43][Si:44]([CH3:47])([CH3:46])[CH3:45])[N:35]=[C:34]2I.O1CCOCC1.P([O-])([O-])([O-])=O.[K+].[K+].[K+].CC1(C)C2C(=C(P(C3C=CC=CC=3)C3C=CC=CC=3)C=CC=2)OC2C(P(C3C=CC=CC=3)C3C=CC=CC=3)=CC=CC1=2. (3) Given the product [N:7]1([CH2:10][CH2:11][CH2:12][CH2:13][N:35]2[CH2:32][CH2:25][CH:24]([C:20]3[CH:21]=[CH:22][CH:23]=[C:18]([C:17]([F:16])([F:30])[F:31])[CH:19]=3)[CH2:29][CH2:28]2)[C:6]2[CH:15]=[CH:2][CH:3]=[CH:4][C:5]=2[N:9]=[N:8]1, predict the reactants needed to synthesize it. The reactants are: F[C:2]1[CH:3]=[CH:4][C:5]2[N:9]=[N:8][N:7]([CH2:10][CH2:11][CH2:12][CH2:13]Cl)[C:6]=2[CH:15]=1.[F:16][C:17]([F:31])([F:30])[C:18]1[CH:19]=[C:20]([CH:24]2[CH2:29][CH2:28]CN[CH2:25]2)[CH:21]=[CH:22][CH:23]=1.[CH:32]([N:35](C(C)C)CC)(C)C.[I-].[K+].